Dataset: Drug-target binding data from BindingDB using Ki measurements. Task: Regression. Given a target protein amino acid sequence and a drug SMILES string, predict the binding affinity score between them. We predict pKi (pKi = -log10(Ki in M); higher means stronger inhibition). Dataset: bindingdb_ki. The pKi is 6.0. The small molecule is CC(=O)CCCCCNCCCN1CCOCC1. The target protein (Q6QHF9) has sequence MESTGSVGEAPGGPRVLVVGGGIAGLGAAQRLCGHSAFPHLRVLEATARAGGRIRSERCFGGVVEVGAHWIHGPSRGNPVFQLAAEYGLLGEKELSQENQLVETGGHVGLPSVSYASSGTSVSLQLVAEMATLFYGLIDQTREFLHAAETPVPSVGEYLKKEIGQHVARLCGHSAFPHLRVLEATARAGGRIRSERCFGGVVEVGAHWIHGPSRGNPVFQLAAEYGLLGEKELSQENQLVETGGHVGLPSVSYASSGASVSLQLVAEMATLFYGLIDQTREFLHAAETPVPSVGEYLKKEIGQHVAGWTEDEETRKLKLAVLNSFFNLECCVSGTHSMDLVALAPFGEYTVLPGLDCTFSKGYQGLTNCMMAALPEDTVVFEKPVKTIHWNGSFQEAAFPGETFPVSVECEDGDRFPAHHVIVTVPLGFLREHLDTFFDPPLPAEKAEAIRKIGFGTNNKIFLEFEEPFWEPDCQLIQLVWEDTSPLEDAAPELQDAWFR....